Task: Predict the reactants needed to synthesize the given product.. Dataset: Full USPTO retrosynthesis dataset with 1.9M reactions from patents (1976-2016) (1) Given the product [CH2:85]([O:84][C:82](=[O:87])[NH:83][CH:9]([C:6]1[CH:7]=[CH:8][C:3]([O:2][CH3:1])=[CH:4][CH:5]=1)[C:11]1[CH:12]=[CH:13][C:14]([O:17][CH2:18][CH:19]2[CH2:24][CH:23]([O:25][CH2:26][CH2:27][CH2:28][CH2:29][CH2:30][CH2:31][CH2:32][CH2:33][CH2:34][CH2:35][CH2:36][CH2:37][CH2:38][CH2:39][CH2:40][CH2:41][CH2:42][CH3:43])[CH:22]([O:44][CH2:45][CH2:46][CH2:47][CH2:48][CH2:49][CH2:50][CH2:51][CH2:52][CH2:53][CH2:54][CH2:55][CH2:56][CH2:57][CH2:58][CH2:59][CH2:60][CH2:61][CH3:62])[CH:21]([O:63][CH2:64][CH2:65][CH2:66][CH2:67][CH2:68][CH2:69][CH2:70][CH2:71][CH2:72][CH2:73][CH2:74][CH2:75][CH2:76][CH2:77][CH2:78][CH2:79][CH2:80][CH3:81])[CH2:20]2)=[CH:15][CH:16]=1)[CH3:86], predict the reactants needed to synthesize it. The reactants are: [CH3:1][O:2][C:3]1[CH:8]=[CH:7][C:6]([CH:9]([C:11]2[CH:16]=[CH:15][C:14]([O:17][CH2:18][CH:19]3[CH2:24][CH:23]([O:25][CH2:26][CH2:27][CH2:28][CH2:29][CH2:30][CH2:31][CH2:32][CH2:33][CH2:34][CH2:35][CH2:36][CH2:37][CH2:38][CH2:39][CH2:40][CH2:41][CH2:42][CH3:43])[CH:22]([O:44][CH2:45][CH2:46][CH2:47][CH2:48][CH2:49][CH2:50][CH2:51][CH2:52][CH2:53][CH2:54][CH2:55][CH2:56][CH2:57][CH2:58][CH2:59][CH2:60][CH2:61][CH3:62])[CH:21]([O:63][CH2:64][CH2:65][CH2:66][CH2:67][CH2:68][CH2:69][CH2:70][CH2:71][CH2:72][CH2:73][CH2:74][CH2:75][CH2:76][CH2:77][CH2:78][CH2:79][CH2:80][CH3:81])[CH2:20]3)=[CH:13][CH:12]=2)O)=[CH:5][CH:4]=1.[C:82](=[O:87])([O:84][CH2:85][CH3:86])[NH2:83].CS(O)(=O)=O.C(=O)([O-])[O-].[Na+].[Na+]. (2) Given the product [Cl:1][C:2]1[C:11]([OH:12])=[N:10][C:9]([F:22])=[C:8]2[C:3]=1[CH:4]=[CH:5][CH:6]=[N:7]2, predict the reactants needed to synthesize it. The reactants are: [Cl:1][C:2]1[C:11]([O:12]CC)=[N:10][C:9](N)=[C:8]2[C:3]=1[CH:4]=[CH:5][CH:6]=[N:7]2.N1C=CC=CC=1.[FH:22].N([O-])=O.[Na+].C([O-])(O)=O.[Na+].[Al+3].[Cl-].[Cl-].[Cl-].